This data is from Full USPTO retrosynthesis dataset with 1.9M reactions from patents (1976-2016). The task is: Predict the reactants needed to synthesize the given product. (1) The reactants are: [CH3:1][O:2][CH2:3][CH:4]1[CH2:9][CH2:8][N:7]([C:10]2[C:11]3[C:22]([C:23]4[CH:28]=[CH:27][CH:26]=[CH:25][CH:24]=4)=[CH:21][S:20][C:12]=3[N:13]=[C:14]([CH2:16][C:17](O)=[O:18])[N:15]=2)[CH2:6][CH2:5]1.[NH:29]1[CH2:33][CH2:32][CH2:31][CH2:30]1.CN(C(ON1N=NC2C=CC=NC1=2)=[N+](C)C)C.F[P-](F)(F)(F)(F)F.C(N(CC)CC)C. Given the product [CH3:1][O:2][CH2:3][CH:4]1[CH2:9][CH2:8][N:7]([C:10]2[C:11]3[C:22]([C:23]4[CH:24]=[CH:25][CH:26]=[CH:27][CH:28]=4)=[CH:21][S:20][C:12]=3[N:13]=[C:14]([CH2:16][C:17]([N:29]3[CH2:33][CH2:32][CH2:31][CH2:30]3)=[O:18])[N:15]=2)[CH2:6][CH2:5]1, predict the reactants needed to synthesize it. (2) Given the product [C:2]([CH2:1][C:11](=[O:10])[CH2:12][CH:13]1[CH2:18][CH2:17][N:16]([C:19]([O:21][C:22]([CH3:24])([CH3:23])[CH3:25])=[O:20])[CH2:15][CH2:14]1)#[N:3], predict the reactants needed to synthesize it. The reactants are: [CH3:1][C:2]#[N:3].[Li]CCCC.C[O:10][C:11](=O)[CH2:12][CH:13]1[CH2:18][CH2:17][N:16]([C:19]([O:21][C:22]([CH3:25])([CH3:24])[CH3:23])=[O:20])[CH2:15][CH2:14]1.Cl. (3) Given the product [Cl:1][C:2]1[CH:7]=[CH:6][C:5]([C:8]2[N:9]=[C:10]([C:16]([O:18][CH3:19])=[O:17])[C:11]3[N:27]([CH3:28])[CH2:26][CH2:25][N:24]([CH3:23])[C:12]=3[N:13]=2)=[C:4]([F:20])[C:3]=1[O:21][CH3:22], predict the reactants needed to synthesize it. The reactants are: [Cl:1][C:2]1[CH:7]=[CH:6][C:5]([C:8]2[N:13]=[C:12](Cl)[C:11](Cl)=[C:10]([C:16]([O:18][CH3:19])=[O:17])[N:9]=2)=[C:4]([F:20])[C:3]=1[O:21][CH3:22].[CH3:23][NH:24][CH2:25][CH2:26][NH:27][CH3:28].C(N(CC)CC)C. (4) Given the product [CH2:1]([N:36]1[CH2:37][CH2:38][CH:33]([CH:29]2[CH2:30][CH2:31][CH2:32][N:27]3[N:26]=[C:25](/[CH:24]=[CH:23]/[C:13]4[CH:14]=[CH:15][C:16]([N:17]5[CH:21]=[C:20]([CH3:22])[N:19]=[CH:18]5)=[C:11]([O:10][CH3:9])[CH:12]=4)[N:39]=[C:28]23)[CH2:34][CH2:35]1)[C:2]1[CH:7]=[CH:6][CH:5]=[CH:4][CH:3]=1, predict the reactants needed to synthesize it. The reactants are: [CH:1](=O)[C:2]1[CH:7]=[CH:6][CH:5]=[CH:4][CH:3]=1.[CH3:9][O:10][C:11]1[CH:12]=[C:13](/[CH:23]=[CH:24]/[C:25]2[N:39]=[C:28]3[CH:29]([CH:33]4[CH2:38][CH2:37][NH:36][CH2:35][CH2:34]4)[CH2:30][CH2:31][CH2:32][N:27]3[N:26]=2)[CH:14]=[CH:15][C:16]=1[N:17]1[CH:21]=[C:20]([CH3:22])[N:19]=[CH:18]1.[Na].C(=O)(O)[O-].[Na+]. (5) Given the product [CH3:21][N:22]([CH3:32])[CH2:23][CH2:24][N:25]1[C:29]([CH2:30][O:31][C:2]2[C:11]3[C:6](=[CH:7][CH:8]=[CH:9][CH:10]=3)[C:5]3=[N:12][N:13]=[C:14]([C:15]4[O:19][N:18]=[C:17]([CH3:20])[N:16]=4)[N:4]3[N:3]=2)=[N:28][CH:27]=[N:26]1, predict the reactants needed to synthesize it. The reactants are: Cl[C:2]1[C:11]2[C:6](=[CH:7][CH:8]=[CH:9][CH:10]=2)[C:5]2=[N:12][N:13]=[C:14]([C:15]3[O:19][N:18]=[C:17]([CH3:20])[N:16]=3)[N:4]2[N:3]=1.[CH3:21][N:22]([CH3:32])[CH2:23][CH2:24][N:25]1[C:29]([CH2:30][OH:31])=[N:28][CH:27]=[N:26]1. (6) Given the product [Br:6][CH:7]([CH3:17])[C:8]([C:10]1[CH:15]=[CH:14][C:13]([O:16][CH:1]([O:3][CH2:4][CH3:5])[CH3:2])=[CH:12][CH:11]=1)=[O:9], predict the reactants needed to synthesize it. The reactants are: [CH2:1]([O:3][CH:4]=[CH2:5])[CH3:2].[Br:6][CH:7]([CH3:17])[C:8]([C:10]1[CH:15]=[CH:14][C:13]([OH:16])=[CH:12][CH:11]=1)=[O:9]. (7) Given the product [CH2:1]([C:16]1[C:17](=[O:19])[NH:31][CH:32]=[CH:33][CH:14]=1)[CH2:2][CH2:3][CH2:4][CH2:5][CH2:6][CH2:7][CH2:8][CH2:9][CH2:10][CH2:11][CH3:12], predict the reactants needed to synthesize it. The reactants are: [CH2:1](N)[CH2:2][CH2:3][CH2:4][CH2:5][CH2:6][CH2:7][CH2:8][CH2:9][CH2:10][CH2:11][CH3:12].[C:14]([CH2:16][C:17]([O:19]CC)=O)#N.C(OCC)(=O)CC(C)=O.[NH:31]1CCN[CH2:33][CH2:32]1.[N+]([O-])(O)=O.